This data is from Catalyst prediction with 721,799 reactions and 888 catalyst types from USPTO. The task is: Predict which catalyst facilitates the given reaction. (1) Reactant: Br[C:2]1[CH:7]=[CH:6][N:5]=[C:4]([NH:8][C:9]([CH:11]2[CH2:13][CH2:12]2)=[O:10])[CH:3]=1.[CH3:14][C:15]1([CH3:31])[C:19]([CH3:21])([CH3:20])[O:18][B:17]([B:17]2[O:18][C:19]([CH3:21])([CH3:20])[C:15]([CH3:31])([CH3:14])[O:16]2)[O:16]1.C([O-])(=O)C.[K+]. Product: [CH3:14][C:15]1([CH3:31])[C:19]([CH3:21])([CH3:20])[O:18][B:17]([C:2]2[CH:7]=[CH:6][N:5]=[C:4]([NH:8][C:9]([CH:11]3[CH2:13][CH2:12]3)=[O:10])[CH:3]=2)[O:16]1. The catalyst class is: 75. (2) Reactant: [F:1][C:2]1[C:3](=[N:17][NH2:18])[N:4]=[C:5]([CH3:16])[NH:6][C:7]=1[NH:8][CH2:9][C:10]1[CH:15]=[CH:14][CH:13]=[CH:12][N:11]=1.[CH:19]1([CH2:24][C@H:25]([CH2:29][N:30]([CH:39]=[O:40])[O:31][CH2:32][C:33]2[CH:38]=[CH:37][CH:36]=[CH:35][CH:34]=2)[C:26](O)=[O:27])[CH2:23][CH2:22][CH2:21][CH2:20]1.CN1CCOCC1.C1C=NC2N(O)N=NC=2C=1.C(Cl)CCl. Product: [CH:19]1([CH2:24][C@@H:25]([C:26]([NH:18][NH:17][C:3]2[C:2]([F:1])=[C:7]([NH:8][CH2:9][C:10]3[CH:15]=[CH:14][CH:13]=[CH:12][N:11]=3)[N:6]=[C:5]([CH3:16])[N:4]=2)=[O:27])[CH2:29][N:30]([O:31][CH2:32][C:33]2[CH:38]=[CH:37][CH:36]=[CH:35][CH:34]=2)[CH:39]=[O:40])[CH2:23][CH2:22][CH2:21][CH2:20]1. The catalyst class is: 3. (3) Product: [C:31]([NH:1][C:2]1[N:3]=[C:4]2[CH:9]=[CH:8][C:7]([O:10][C:11]3[CH:12]=[C:13]([NH:17][C:18](=[O:29])[C:19]4[CH:24]=[CH:23][CH:22]=[C:21]([C:25]([F:28])([F:27])[F:26])[CH:20]=4)[CH:14]=[CH:15][CH:16]=3)=[N:6][N:5]2[CH:30]=1)(=[O:34])[CH2:32][CH3:33]. The catalyst class is: 9. Reactant: [NH2:1][C:2]1[N:3]=[C:4]2[CH:9]=[CH:8][C:7]([O:10][C:11]3[CH:12]=[C:13]([NH:17][C:18](=[O:29])[C:19]4[CH:24]=[CH:23][CH:22]=[C:21]([C:25]([F:28])([F:27])[F:26])[CH:20]=4)[CH:14]=[CH:15][CH:16]=3)=[N:6][N:5]2[CH:30]=1.[C:31](O)(=[O:34])[CH2:32][CH3:33].Cl.CN(C)CCCN=C=NCC.ON1C2C=CC=CC=2N=N1.C(N(CC)CC)C. (4) Reactant: Cl.CN(C)CCCN=C=NCC.O.ON1[C:19]2[CH:20]=[CH:21][CH:22]=[CH:23][C:18]=2N=N1.CO[CH:26]([NH:29]C1C=CC=CC=1)[C:27]#[N:28].[C:36]([O:40][C:41]([NH:43][C@H:44]([C:49]([OH:51])=O)[CH2:45][CH:46]([CH3:48])[CH3:47])=[O:42])([CH3:39])([CH3:38])[CH3:37].C(N(CC)C(C)C)(C)C.CCCC(C)C.[C:67](OCC)(=[O:69])C. Product: [C:36]([O:40][C:41]([NH:43][C@H:44]([C:49]([NH:29][CH:26]([C:27]#[N:28])[C:18]1[CH:23]=[CH:22][CH:21]=[CH:20][C:19]=1[O:69][CH3:67])=[O:51])[CH2:45][CH:46]([CH3:47])[CH3:48])=[O:42])([CH3:37])([CH3:38])[CH3:39]. The catalyst class is: 35. (5) Reactant: [CH:1]([C:3]1[S:7][C:6]([C:8]#[N:9])=[CH:5][CH:4]=1)=[O:2].[BH4-].[Na+].Cl.O. Product: [OH:2][CH2:1][C:3]1[S:7][C:6]([C:8]#[N:9])=[CH:5][CH:4]=1. The catalyst class is: 7.